This data is from Reaction yield outcomes from USPTO patents with 853,638 reactions. The task is: Predict the reaction yield, written as a fraction of the theoretical maximum amount of product (1.0 means a 100% yield; for example, 0.34 means a 34% yield). (1) The reactants are [N:1]1[C:10]2[C:5](=[CH:6][CH:7]=[CH:8][CH:9]=2)[N:4]=[CH:3][C:2]=1[C:11]([O-:13])=O.[NH3:14].O. The catalyst is CO. The product is [N:1]1[C:10]2[C:5](=[CH:6][CH:7]=[CH:8][CH:9]=2)[N:4]=[CH:3][C:2]=1[C:11]([NH2:14])=[O:13]. The yield is 0.760. (2) The reactants are [H-].[Al+3].[Li+].[H-].[H-].[H-].[N:7]([CH2:10][C:11]1[CH:19]=[CH:18][CH:17]=[C:16]2[C:12]=1[CH:13]=[N:14][N:15]2[CH:20]1[CH2:25][CH2:24][CH2:23][CH2:22][O:21]1)=[N+]=[N-]. The catalyst is O1CCCC1. The product is [NH2:7][CH2:10][C:11]1[CH:19]=[CH:18][CH:17]=[C:16]2[C:12]=1[CH:13]=[N:14][N:15]2[CH:20]1[CH2:25][CH2:24][CH2:23][CH2:22][O:21]1. The yield is 0.910. (3) The reactants are [NH2:1][C@@H:2]([CH2:4][OH:5])[CH3:3].[C:6]([O:10][C:11](=[O:14])[CH:12]=[CH2:13])([CH3:9])([CH3:8])[CH3:7].[CH2:15]([O:22][C:23](ON1C(=O)CCC1=O)=[O:24])[C:16]1[CH:21]=[CH:20][CH:19]=[CH:18][CH:17]=1. No catalyst specified. The product is [C:6]([O:10][C:11](=[O:14])[CH2:12][CH2:13][N:1]([C:23]([O:22][CH2:15][C:16]1[CH:21]=[CH:20][CH:19]=[CH:18][CH:17]=1)=[O:24])[C@H:2]([CH3:3])[CH2:4][OH:5])([CH3:9])([CH3:8])[CH3:7]. The yield is 1.00. (4) The reactants are [CH2:1]([O:3][C:4]([C:6]1[C:15](=[O:16])[C:14]2[C:9](=[CH:10][CH:11]=[C:12](Cl)[N:13]=2)[N:8]([C@H:18]([C:22]([CH3:30])([CH3:29])[O:23][SiH2:24][C:25]([CH3:28])([CH3:27])[CH3:26])[CH:19]([CH3:21])[CH3:20])[CH:7]=1)=[O:5])[CH3:2].[Br-].[F:32][C:33]1[C:40]([Cl:41])=[CH:39][CH:38]=[CH:37][C:34]=1[CH2:35][Zn+].Cl. The catalyst is O1CCCC1.Cl[Pd](Cl)([P](C1C=CC=CC=1)(C1C=CC=CC=1)C1C=CC=CC=1)[P](C1C=CC=CC=1)(C1C=CC=CC=1)C1C=CC=CC=1. The product is [CH2:1]([O:3][C:4]([C:6]1[C:15](=[O:16])[C:14]2[C:9](=[CH:10][CH:11]=[C:12]([CH2:35][C:34]3[CH:37]=[CH:38][CH:39]=[C:40]([Cl:41])[C:33]=3[F:32])[N:13]=2)[N:8]([C@H:18]([C:22]([CH3:30])([CH3:29])[O:23][SiH2:24][C:25]([CH3:26])([CH3:27])[CH3:28])[CH:19]([CH3:21])[CH3:20])[CH:7]=1)=[O:5])[CH3:2]. The yield is 0.730.